This data is from Peptide-MHC class II binding affinity with 134,281 pairs from IEDB. The task is: Regression. Given a peptide amino acid sequence and an MHC pseudo amino acid sequence, predict their binding affinity value. This is MHC class II binding data. (1) The peptide sequence is DPDKDVDIMVRDGQL. The MHC is DRB4_0101 with pseudo-sequence DRB4_0103. The binding affinity (normalized) is 0.267. (2) The peptide sequence is VTVNPFVSVATANAKVLI. The MHC is DRB4_0101 with pseudo-sequence DRB4_0103. The binding affinity (normalized) is 0.129. (3) The peptide sequence is YDKFLAPVSTVLTGK. The MHC is DRB1_1101 with pseudo-sequence DRB1_1101. The binding affinity (normalized) is 0.425. (4) The peptide sequence is GQFIHFYREPTDQKQ. The MHC is DRB1_0101 with pseudo-sequence DRB1_0101. The binding affinity (normalized) is 0.169. (5) The peptide sequence is QYIKANSKFIGITE. The MHC is HLA-DQA10401-DQB10402 with pseudo-sequence HLA-DQA10401-DQB10402. The binding affinity (normalized) is 0.